From a dataset of Forward reaction prediction with 1.9M reactions from USPTO patents (1976-2016). Predict the product of the given reaction. (1) Given the reactants [CH3:1][O:2][C:3]1[CH:4]=[C:5]([C:11]([NH:14][C:15]2[C:16]3[N:17]([CH:23]=[CH:24][CH:25]=3)[N:18]=[CH:19][C:20]=2[C:21]#[N:22])([CH3:13])[CH3:12])[CH:6]=[CH:7][C:8]=1[O:9][CH3:10].[OH-:26].[NH4+].OO, predict the reaction product. The product is: [CH3:1][O:2][C:3]1[CH:4]=[C:5]([C:11]([NH:14][C:15]2[C:16]3[N:17]([CH:23]=[CH:24][CH:25]=3)[N:18]=[CH:19][C:20]=2[C:21]([NH2:22])=[O:26])([CH3:13])[CH3:12])[CH:6]=[CH:7][C:8]=1[O:9][CH3:10]. (2) Given the reactants [Cl:1][C:2]1[CH:7]=[C:6]([Cl:8])[CH:5]=[CH:4][C:3]=1[CH2:9][C:10](=O)[CH:11]([NH:17][C:18](=O)[CH:19]([CH3:21])[CH3:20])[C:12]([O:14][CH2:15][CH3:16])=[O:13].COC1C=CC(P2(SP(C3C=CC(OC)=CC=3)(=S)S2)=[S:33])=CC=1, predict the reaction product. The product is: [Cl:1][C:2]1[CH:7]=[C:6]([Cl:8])[CH:5]=[CH:4][C:3]=1[CH2:9][C:10]1[S:33][C:18]([CH:19]([CH3:21])[CH3:20])=[N:17][C:11]=1[C:12]([O:14][CH2:15][CH3:16])=[O:13]. (3) The product is: [C:1]([O:4][CH:15]([C:14](=[O:13])[NH:22][C:23]1[C:31]([I:32])=[C:27]([C:28]([Cl:30])=[O:29])[C:26]([I:33])=[C:25]([C:34](=[O:35])[NH:45][CH2:43][CH:9]=[CH2:10])[C:24]=1[I:37])[CH2:17][O:7][C:5](=[O:8])[CH3:6])(=[O:3])[CH3:2]. Given the reactants [C:1]([OH:4])(=[O:3])[CH3:2].[C:5]([OH:8])(=[O:7])[CH3:6].[C:9](O)(=O)[CH3:10].[O:13]=[C:14](Cl)[C@H:15]([C@@H:17](CO)O)O.[NH2:22][C:23]1[C:24]([I:37])=[C:25]([C:34](Cl)=[O:35])[C:26]([I:33])=[C:27]([C:31]=1[I:32])[C:28]([Cl:30])=[O:29].C([O-])(=O)C.C[C:43]([N:45](C)C)=O, predict the reaction product. (4) Given the reactants [CH:1]1[C:13]2[CH:12]([CH2:14][O:15][C:16]([NH:18][C@@H:19]([C@@H:23]([O:25][C:26]([CH3:29])([CH3:28])[CH3:27])[CH3:24])[C:20](O)=[O:21])=[O:17])[C:11]3[C:6](=[CH:7][CH:8]=[CH:9][CH:10]=3)[C:5]=2[CH:4]=[CH:3][CH:2]=1.ClC(OCC(C)C)=O.CN1CCOCC1.[BH4-].[Na+], predict the reaction product. The product is: [C:26]([O:25][C@@H:23]([CH3:24])[C@H:19]([NH:18][C:16](=[O:17])[O:15][CH2:14][CH:12]1[C:13]2[CH:1]=[CH:2][CH:3]=[CH:4][C:5]=2[C:6]2[C:11]1=[CH:10][CH:9]=[CH:8][CH:7]=2)[CH2:20][OH:21])([CH3:29])([CH3:27])[CH3:28]. (5) Given the reactants [CH2:1]([O:8][C@H:9]1[C@@H:14]([O:15][CH2:16][C:17]2[CH:22]=[CH:21][CH:20]=[CH:19][CH:18]=2)[C@H:13]([O:23][CH2:24][C:25]2[CH:30]=[CH:29][CH:28]=[CH:27][CH:26]=2)[C@@H:12]([CH2:31][O:32][CH2:33][C:34]2[CH:39]=[CH:38][CH:37]=[CH:36][CH:35]=2)[O:11]/[C:10]/1=[CH:40]/[C:41](OC)=[O:42])[C:2]1[CH:7]=[CH:6][CH:5]=[CH:4][CH:3]=1.CC(C[AlH]CC(C)C)C.[C@H](O)(C([O-])=O)[C@@H](O)C([O-])=O.[Na+].[K+].CCOC(C)=O, predict the reaction product. The product is: [CH2:1]([O:8][C@H:9]1[C@@H:14]([O:15][CH2:16][C:17]2[CH:22]=[CH:21][CH:20]=[CH:19][CH:18]=2)[C@H:13]([O:23][CH2:24][C:25]2[CH:26]=[CH:27][CH:28]=[CH:29][CH:30]=2)[C@@H:12]([CH2:31][O:32][CH2:33][C:34]2[CH:35]=[CH:36][CH:37]=[CH:38][CH:39]=2)[O:11]/[C:10]/1=[CH:40]/[CH2:41][OH:42])[C:2]1[CH:7]=[CH:6][CH:5]=[CH:4][CH:3]=1. (6) Given the reactants I[C:2]1[CH:7]=[CH:6][CH:5]=[C:4]([C:8]([F:11])([F:10])[F:9])[CH:3]=1.[CH3:12][O:13][C:14](=[O:39])[C:15]1[CH:20]=[CH:19][CH:18]=[C:17]([CH2:21][N:22]([C:33]2[CH:38]=[CH:37][CH:36]=[CH:35][CH:34]=2)[C:23](=[O:32])[C:24]#[C:25][C:26]2[CH:31]=[CH:30][CH:29]=[CH:28][CH:27]=2)[CH:16]=1, predict the reaction product. The product is: [CH3:12][O:13][C:14](=[O:39])[C:15]1[CH:20]=[CH:19][CH:18]=[C:17]([CH2:21][N:22]2[C:33]3[C:38](=[CH:37][CH:36]=[CH:35][CH:34]=3)/[C:24](=[C:25](/[C:26]3[CH:27]=[CH:28][CH:29]=[CH:30][CH:31]=3)\[C:2]3[CH:7]=[CH:6][CH:5]=[C:4]([C:8]([F:11])([F:10])[F:9])[CH:3]=3)/[C:23]2=[O:32])[CH:16]=1.